Dataset: Retrosynthesis with 50K atom-mapped reactions and 10 reaction types from USPTO. Task: Predict the reactants needed to synthesize the given product. (1) Given the product CCOC(=O)/C=C/C(O)c1ccc2nc(-c3cccs3)oc2c1, predict the reactants needed to synthesize it. The reactants are: CCOC(=O)/C=C/I.O=Cc1ccc2nc(-c3cccs3)oc2c1. (2) The reactants are: CS(=O)(=O)OCCCCc1ccc(OCCCN2CCCCCC2)cc1.O=c1c2ccccc2c(Cl)nn1C[C@H]1CCCN1. Given the product O=c1c2ccccc2c(Cl)nn1C[C@H]1CCCN1CCCCc1ccc(OCCCN2CCCCCC2)cc1, predict the reactants needed to synthesize it. (3) Given the product CN(CCCCl)Cc1ccccc1, predict the reactants needed to synthesize it. The reactants are: CNCc1ccccc1.ClCCCBr. (4) Given the product COCCn1cc(-c2ccc3c(c2)[C@H](Nc2ccc(C#N)cn2)C[C@H](C)N3C(C)=O)cn1, predict the reactants needed to synthesize it. The reactants are: CC(=O)N1c2ccc(Br)cc2[C@H](Nc2ccc(C#N)cn2)C[C@@H]1C.COCCn1cc(B2OC(C)(C)C(C)(C)O2)cn1. (5) Given the product Cn1cnc2c(NC3Cc4ccccc4C3)nc(NN)nc21, predict the reactants needed to synthesize it. The reactants are: Cn1cnc2c(NC3Cc4ccccc4C3)nc(Cl)nc21.NN. (6) The reactants are: COc1cccc2c1c(N(S(=O)(=O)c1ccc(Cl)s1)S(=O)(=O)c1ccc(Cl)s1)nn2C(=O)OC(C)(C)C. Given the product COc1cccc2[nH]nc(N(S(=O)(=O)c3ccc(Cl)s3)S(=O)(=O)c3ccc(Cl)s3)c12, predict the reactants needed to synthesize it.